Dataset: Forward reaction prediction with 1.9M reactions from USPTO patents (1976-2016). Task: Predict the product of the given reaction. (1) Given the reactants [C:1]([SiH2:5][O:6][C:7]([CH3:19])([CH3:18])[C:8]1[CH:9]=[C:10]([CH2:15][CH2:16][NH2:17])[CH:11]=[CH:12][C:13]=1[Cl:14])([CH3:4])([CH3:3])[CH3:2].[CH:20](=O)[CH3:21].[BH4-].[Na+], predict the reaction product. The product is: [C:1]([SiH2:5][O:6][C:7]([CH3:19])([CH3:18])[C:8]1[CH:9]=[C:10]([CH2:15][CH2:16][NH:17][CH2:20][CH3:21])[CH:11]=[CH:12][C:13]=1[Cl:14])([CH3:4])([CH3:3])[CH3:2]. (2) Given the reactants C([NH:5][S:6]([C:9]1[CH:14]=[CH:13][CH:12]=[C:11]([C:15]2[N:19]=[CH:18][N:17]([C:20]3[CH:25]=[C:24]([C:26]([F:29])([F:28])[F:27])[CH:23]=[C:22]([C:30]4[CH:35]=[CH:34][C:33]([C:36]([F:39])([F:38])[F:37])=[CH:32][CH:31]=4)[N:21]=3)[N:16]=2)[CH:10]=1)(=[O:8])=[O:7])(C)(C)C.C(O)(C(F)(F)F)=O, predict the reaction product. The product is: [F:29][C:26]([F:27])([F:28])[C:24]1[CH:23]=[C:22]([C:30]2[CH:31]=[CH:32][C:33]([C:36]([F:39])([F:38])[F:37])=[CH:34][CH:35]=2)[N:21]=[C:20]([N:17]2[CH:18]=[N:19][C:15]([C:11]3[CH:10]=[C:9]([S:6]([NH2:5])(=[O:8])=[O:7])[CH:14]=[CH:13][CH:12]=3)=[N:16]2)[CH:25]=1. (3) The product is: [Br:7][C:8]1[CH:9]=[CH:10][C:11]([F:17])=[C:12]([C:14]([CH3:1])=[CH2:15])[CH:13]=1. Given the reactants [CH3:1]C([O-])(C)C.[K+].[Br:7][C:8]1[CH:9]=[CH:10][C:11]([F:17])=[C:12]([C:14](=O)[CH3:15])[CH:13]=1.C(OCC)(=O)C, predict the reaction product. (4) Given the reactants [CH2:1]([NH2:4])[CH2:2][NH2:3].N1C=CC=CC=1.[Cl:11][C:12]1[CH:17]=[CH:16][CH:15]=[CH:14][C:13]=1[N:18]1[C:22](=[O:23])[NH:21][N:20]=[C:19]1[C:24]1[S:40][C:27]2[C:28]3[CH:36]=[CH:35][C:34]([C:37](Cl)=[O:38])=[CH:33][C:29]=3[O:30][CH2:31][CH2:32][C:26]=2[CH:25]=1, predict the reaction product. The product is: [NH2:3][CH2:2][CH2:1][NH:4][C:37]([C:34]1[CH:35]=[CH:36][C:28]2[C:27]3[S:40][C:24]([C:19]4[N:18]([C:13]5[CH:14]=[CH:15][CH:16]=[CH:17][C:12]=5[Cl:11])[C:22](=[O:23])[NH:21][N:20]=4)=[CH:25][C:26]=3[CH2:32][CH2:31][O:30][C:29]=2[CH:33]=1)=[O:38]. (5) The product is: [CH2:1]([O:15][C:16]1[O:20][C:19]([C:21]([O:23][CH2:26][C:25]([Cl:29])([Cl:28])[Cl:24])=[O:22])=[CH:18][CH:17]=1)[CH2:2][CH2:3][CH2:4][CH2:5][CH2:6][CH2:7][CH2:8][CH2:9][CH2:10][CH2:11][CH2:12][CH2:13][CH3:14]. Given the reactants [CH2:1]([O:15][C:16]1[O:20][C:19]([C:21]([OH:23])=[O:22])=[CH:18][CH:17]=1)[CH2:2][CH2:3][CH2:4][CH2:5][CH2:6][CH2:7][CH2:8][CH2:9][CH2:10][CH2:11][CH2:12][CH2:13][CH3:14].[Cl:24][C:25]([Cl:29])([Cl:28])[CH2:26]O, predict the reaction product. (6) The product is: [CH2:8]([NH:10][C:11]([N:28]1[C:29]([CH3:31])=[CH:30][C:26]([O:25][C:15]2[C:16]([F:24])=[CH:17][C:18]([C:20]([F:23])([F:21])[F:22])=[CH:19][C:14]=2[Cl:13])=[N:27]1)=[O:12])[CH3:9]. Given the reactants C(N(CC)CC)C.[CH2:8]([N:10]=[C:11]=[O:12])[CH3:9].[Cl:13][C:14]1[CH:19]=[C:18]([C:20]([F:23])([F:22])[F:21])[CH:17]=[C:16]([F:24])[C:15]=1[O:25][C:26]1[CH:30]=[C:29]([CH3:31])[NH:28][N:27]=1.Cl, predict the reaction product. (7) Given the reactants [F:1][C:2]1[CH:7]=[C:6]([F:8])[CH:5]=[CH:4][C:3]=1[C:9]1[N:10]=[C:11]2[CH2:24][CH2:23][CH2:22][N:12]2[C:13]=1[C:14]1[N:15]=[N:16][C:17]([NH:20][NH2:21])=[CH:18][CH:19]=1.[CH:25]1([CH:28]=O)[CH2:27][CH2:26]1.C(O)(=O)C.C(O)(=O)C.IC1C=CC=CC=1, predict the reaction product. The product is: [CH:25]1([C:28]2[N:16]3[N:15]=[C:14]([C:13]4[N:12]5[CH2:22][CH2:23][CH2:24][C:11]5=[N:10][C:9]=4[C:3]4[CH:4]=[CH:5][C:6]([F:8])=[CH:7][C:2]=4[F:1])[CH:19]=[CH:18][C:17]3=[N:20][N:21]=2)[CH2:27][CH2:26]1.